Dataset: Full USPTO retrosynthesis dataset with 1.9M reactions from patents (1976-2016). Task: Predict the reactants needed to synthesize the given product. (1) Given the product [CH:2]([CH:1]1[CH2:7][CH2:10][CH:8]2[O:11][CH:9]2[CH2:6]1)=[CH2:3], predict the reactants needed to synthesize it. The reactants are: [C:1]1([CH3:7])[CH:6]=CC=[CH:3][CH:2]=1.[CH:8]([OH:11])([CH3:10])[CH3:9]. (2) The reactants are: [Br:1][C:2]1[CH:3]=[C:4]2[C:8](=[CH:9][CH:10]=1)[N:7]([S:11]([C:14]1[CH:19]=[CH:18][CH:17]=[CH:16][CH:15]=1)(=[O:13])=[O:12])[C:6]([C:20]([O:22][CH2:23][CH3:24])=[O:21])=[C:5]2[S:25](Cl)(=[O:27])=[O:26].[NH2:29][CH2:30][CH2:31][CH2:32][NH:33][C:34](=[O:40])[O:35][C:36]([CH3:39])([CH3:38])[CH3:37]. Given the product [Br:1][C:2]1[CH:3]=[C:4]2[C:8](=[CH:9][CH:10]=1)[N:7]([S:11]([C:14]1[CH:19]=[CH:18][CH:17]=[CH:16][CH:15]=1)(=[O:13])=[O:12])[C:6]([C:20]([O:22][CH2:23][CH3:24])=[O:21])=[C:5]2[S:25]([NH:29][CH2:30][CH2:31][CH2:32][NH:33][C:34]([O:35][C:36]([CH3:39])([CH3:38])[CH3:37])=[O:40])(=[O:27])=[O:26], predict the reactants needed to synthesize it. (3) Given the product [CH2:1]([O:8][NH:9][C@H:10]1[CH2:14][NH:13][C@H:12]([C:21]([O:23][CH2:24][CH:25]=[CH2:26])=[O:22])[CH2:11]1)[C:2]1[CH:3]=[CH:4][CH:5]=[CH:6][CH:7]=1, predict the reactants needed to synthesize it. The reactants are: [CH2:1]([O:8][NH:9][C@H:10]1[CH2:14][N:13](C(=O)C(F)(F)F)[C@H:12]([C:21]([O:23][CH2:24][CH:25]=[CH2:26])=[O:22])[CH2:11]1)[C:2]1[CH:7]=[CH:6][CH:5]=[CH:4][CH:3]=1.[BH4-].[Na+]. (4) The reactants are: [CH3:1][N:2]1[CH2:7][CH2:6][N:5]([CH:8]([CH3:12])[C:9]([OH:11])=O)[CH2:4][CH2:3]1.C1COCC1.[CH2:18]1[C:23]2=[CH:24][C:25]3[CH:26]=[CH:27][CH:28]=[CH:29][C:30]=3[N:22]2[CH2:21][CH2:20][NH:19]1.C[NH3+].F[P-](F)(F)(F)(F)F.N1(OC(N(C)C)=[N+](C)C)C2N=CC=CC=2N=N1.F[P-](F)(F)(F)(F)F. Given the product [CH2:18]1[C:23]2=[CH:24][C:25]3[CH:26]=[CH:27][CH:28]=[CH:29][C:30]=3[N:22]2[CH2:21][CH2:20][N:19]1[C:9](=[O:11])[CH:8]([N:5]1[CH2:4][CH2:3][N:2]([CH3:1])[CH2:7][CH2:6]1)[CH3:12], predict the reactants needed to synthesize it. (5) Given the product [NH2:19][C:15]1[N:14]=[C:13]([C:12]2[S:11][C:10]([C:20]([CH3:21])([CH3:23])[CH3:22])=[N:9][C:8]=2[C:4]2[C:3]([F:24])=[C:2]([NH:1][S:37]([CH:31]3[CH2:36][CH2:35][CH2:34][CH2:33][CH2:32]3)(=[O:39])=[O:38])[CH:7]=[CH:6][CH:5]=2)[CH:18]=[CH:17][N:16]=1.[CH2:29]([O:38][CH2:20][CH3:23])[CH3:30], predict the reactants needed to synthesize it. The reactants are: [NH2:1][C:2]1[C:3]([F:24])=[C:4]([C:8]2[N:9]=[C:10]([C:20]([CH3:23])([CH3:22])[CH3:21])[S:11][C:12]=2[C:13]2[CH:18]=[CH:17][N:16]=[C:15]([NH2:19])[N:14]=2)[CH:5]=[CH:6][CH:7]=1.N1[CH:30]=[CH:29]C=CC=1.[CH:31]1([S:37](Cl)(=[O:39])=[O:38])[CH2:36][CH2:35][CH2:34][CH2:33][CH2:32]1.